This data is from Full USPTO retrosynthesis dataset with 1.9M reactions from patents (1976-2016). The task is: Predict the reactants needed to synthesize the given product. (1) Given the product [Cl:1][C:2]1[S:3][C:4]([CH:7]2[N+:8]3[C:33](=[O:35])[CH:20]([C:14]4[CH:15]=[CH:16][CH:17]=[CH:18][CH:19]=4)[CH:21]([O-:23])[N:12]([CH3:13])[C:9]=3[CH2:10][CH2:11]2)=[CH:5][N:6]=1, predict the reactants needed to synthesize it. The reactants are: [Cl:1][C:2]1[S:3][C:4]([CH:7]2[CH2:11][CH2:10][C:9]([NH:12][CH3:13])=[N:8]2)=[CH:5][N:6]=1.[C:14]1([CH:20]([C:33]([O:35]C2C(Cl)=CC(Cl)=CC=2Cl)=O)[C:21]([O:23]C2C(Cl)=CC(Cl)=CC=2Cl)=O)[CH:19]=[CH:18][CH:17]=[CH:16][CH:15]=1. (2) The reactants are: [C:1]([C:5]1[CH:31]=[CH:30][C:8]([NH:9][C:10]2[CH:29]=[CH:28][C:13]([O:14][C:15]3[C:24]4[C:19](=[CH:20][C:21]([OH:27])=[C:22]([O:25][CH3:26])[CH:23]=4)[N:18]=[CH:17][CH:16]=3)=[CH:12][CH:11]=2)=[CH:7][CH:6]=1)([CH3:4])([CH3:3])[CH3:2].[C:32](=O)([O-])[O-].[K+].[K+].[NH:38]1[CH2:43][CH2:42][O:41][CH2:40][CH2:39]1.O.C([O:48][CH2:49][CH3:50])(=O)C. Given the product [C:1]([C:5]1[CH:31]=[CH:30][C:8]([NH:9][C:10]2[CH:29]=[CH:28][C:13]([O:14][C:15]3[C:24]4[C:19](=[CH:20][C:21]([O:27][CH2:32][C@H:49]([OH:48])[CH2:50][N:38]5[CH2:43][CH2:42][O:41][CH2:40][CH2:39]5)=[C:22]([O:25][CH3:26])[CH:23]=4)[N:18]=[CH:17][CH:16]=3)=[CH:12][CH:11]=2)=[CH:7][CH:6]=1)([CH3:4])([CH3:2])[CH3:3], predict the reactants needed to synthesize it. (3) Given the product [CH:20]([C:23]1[CH:24]=[CH:25][C:26]([S:29]([NH:32][C:2]2[C:7]([O:8][C:9]3[CH:14]=[CH:13][CH:12]=[CH:11][C:10]=3[O:15][CH3:16])=[C:6]([Cl:17])[N:5]=[C:4]([CH3:18])[N:3]=2)(=[O:31])=[O:30])=[N:27][CH:28]=1)([CH3:22])[CH3:21], predict the reactants needed to synthesize it. The reactants are: Cl[C:2]1[C:7]([O:8][C:9]2[CH:14]=[CH:13][CH:12]=[CH:11][C:10]=2[O:15][CH3:16])=[C:6]([Cl:17])[N:5]=[C:4]([CH3:18])[N:3]=1.[K+].[CH:20]([C:23]1[CH:24]=[CH:25][C:26]([S:29]([NH-:32])(=[O:31])=[O:30])=[N:27][CH:28]=1)([CH3:22])[CH3:21]. (4) Given the product [CH2:1]([N:3]1[CH2:4][CH2:5][N:6]([CH2:9][C:10]2[CH:11]=[CH:12][C:13]([NH:16][C:17]3[N:22]=[C:21]([C:23]4[C:24]([C:28]5[CH:29]=[CH:30][C:31]([CH3:34])=[CH:32][CH:33]=5)=[N:25][N:26]([CH3:35])[CH:27]=4)[CH:20]=[CH:19][N:18]=3)=[CH:14][CH:15]=2)[CH2:7][CH2:8]1)[CH3:2], predict the reactants needed to synthesize it. The reactants are: [CH2:1]([N:3]1[CH2:8][CH2:7][N:6]([CH2:9][C:10]2[CH:15]=[CH:14][C:13]([NH:16][C:17]3[N:22]=[C:21]([C:23]4[C:24]([C:28]5[CH:33]=[CH:32][C:31]([CH3:34])=[CH:30][CH:29]=5)=[N:25][NH:26][CH:27]=4)[CH:20]=[CH:19][N:18]=3)=[CH:12][CH:11]=2)[CH2:5][CH2:4]1)[CH3:2].[CH3:35]N(C(OC)OC)C. (5) Given the product [Cl:1][C:2]1[CH:3]=[CH:4][C:5]2[N:11]3[C:12]([C:15]([F:17])([F:16])[F:18])=[N:13][N:14]=[C:10]3[C@@H:9]([CH2:19][C:20]([NH:46][C:47]3[N:52]=[CH:51][C:50]([CH2:53][CH2:54][C:55]([O:57][C:58]([CH3:61])([CH3:60])[CH3:59])=[O:56])=[CH:49][CH:48]=3)=[O:21])[S:8][C@H:7]([C:23]3[CH:28]=[CH:27][CH:26]=[C:25]([O:29][CH3:30])[C:24]=3[O:31][CH3:32])[C:6]=2[CH:33]=1, predict the reactants needed to synthesize it. The reactants are: [Cl:1][C:2]1[CH:3]=[CH:4][C:5]2[N:11]3[C:12]([C:15]([F:18])([F:17])[F:16])=[N:13][N:14]=[C:10]3[C@@H:9]([CH2:19][C:20](O)=[O:21])[S:8][C@H:7]([C:23]3[CH:28]=[CH:27][CH:26]=[C:25]([O:29][CH3:30])[C:24]=3[O:31][CH3:32])[C:6]=2[CH:33]=1.Cl.C(N=C=NCCCN(C)C)C.[NH2:46][C:47]1[N:52]=[CH:51][C:50]([CH2:53][CH2:54][C:55]([O:57][C:58]([CH3:61])([CH3:60])[CH3:59])=[O:56])=[CH:49][CH:48]=1.O.ON1C2C=CC=CC=2N=N1.